Task: Predict the reactants needed to synthesize the given product.. Dataset: Full USPTO retrosynthesis dataset with 1.9M reactions from patents (1976-2016) Given the product [CH3:1][O:2][C:3](=[O:16])[CH:4]=[CH:5][C:6]1[CH:11]=[CH:10][CH:9]=[C:8]([S:12](=[O:14])(=[O:13])[NH:17][C:18]2[CH:23]=[CH:22][CH:21]=[CH:20][CH:19]=2)[CH:7]=1, predict the reactants needed to synthesize it. The reactants are: [CH3:1][O:2][C:3](=[O:16])[CH:4]=[CH:5][C:6]1[CH:11]=[CH:10][CH:9]=[C:8]([S:12](Cl)(=[O:14])=[O:13])[CH:7]=1.[NH2:17][C:18]1[CH:23]=[CH:22][CH:21]=[CH:20][CH:19]=1.N1C=CC=CC=1.